This data is from Catalyst prediction with 721,799 reactions and 888 catalyst types from USPTO. The task is: Predict which catalyst facilitates the given reaction. (1) Reactant: Cl.[NH:2]1[C:6]([C:7]([NH:10][S:11]([C:14]2[CH:19]=[CH:18][C:17]([C:20]3[CH:25]=[CH:24][CH:23]=[C:22]([CH2:26][NH2:27])[CH:21]=3)=[CH:16][CH:15]=2)(=[O:13])=[O:12])([CH3:9])[CH3:8])=[CH:5][N:4]=[N:3]1.CCN(C(C)C)C(C)C.[CH:37](=O)[C:38]1[CH:43]=[CH:42][CH:41]=[CH:40][CH:39]=1.[BH-](OC(C)=O)(OC(C)=O)OC(C)=O.[Na+].CC(O)=O. Product: [NH:2]1[C:6]([C:7]([NH:10][S:11]([C:14]2[CH:15]=[CH:16][C:17]([C:20]3[CH:25]=[CH:24][CH:23]=[C:22]([CH2:26][NH:27][CH2:37][C:38]4[CH:43]=[CH:42][CH:41]=[CH:40][CH:39]=4)[CH:21]=3)=[CH:18][CH:19]=2)(=[O:13])=[O:12])([CH3:9])[CH3:8])=[CH:5][N:4]=[N:3]1. The catalyst class is: 303. (2) Reactant: [C:1]1([N:7]2[C:11]([SH:12])=[N:10][N:9]=[N:8]2)[CH:6]=[CH:5][CH:4]=[CH:3][CH:2]=1.Br[CH2:14][CH2:15][CH2:16][CH2:17][CH2:18][CH2:19][CH2:20][CH2:21][CH2:22][CH2:23][CH2:24][CH2:25][OH:26].C(=O)([O-])[O-].[K+].[K+]. Product: [C:1]1([N:7]2[C:11]([S:12][CH2:14][CH2:15][CH2:16][CH2:17][CH2:18][CH2:19][CH2:20][CH2:21][CH2:22][CH2:23][CH2:24][CH2:25][OH:26])=[N:10][N:9]=[N:8]2)[CH:2]=[CH:3][CH:4]=[CH:5][CH:6]=1. The catalyst class is: 21. (3) Reactant: C([SiH2][O:6][C:7](C)(C)[C:8]1[CH:13]=[C:12]([Cl:14])[N:11]=[C:10]([NH:15][C:16]2[S:17][C:18]([C:21]#[N:22])=[CH:19][N:20]=2)[CH:9]=1)(C)(C)C.C([O-])([O-])=O.[K+].[K+]. Product: [Cl:14][C:12]1[N:11]=[C:10]([NH:15][C:16]2[S:17][C:18]([C:21]#[N:22])=[CH:19][N:20]=2)[CH:9]=[C:8]([CH2:7][OH:6])[CH:13]=1. The catalyst class is: 20. (4) Product: [F:11][C:4]1[CH:5]=[C:6]([CH:7]=[C:2]([F:1])[C:3]=1[N:12]1[CH2:17][CH2:16][O:15][CH2:14][CH2:13]1)[NH2:8]. Reactant: [F:1][C:2]1[CH:7]=[C:6]([N+:8]([O-])=O)[CH:5]=[C:4]([F:11])[C:3]=1[N:12]1[CH2:17][CH2:16][O:15][CH2:14][CH2:13]1.C1COCC1. The catalyst class is: 63.